This data is from Reaction yield outcomes from USPTO patents with 853,638 reactions. The task is: Predict the reaction yield, written as a fraction of the theoretical maximum amount of product (1.0 means a 100% yield; for example, 0.34 means a 34% yield). (1) The reactants are [C:1]1([CH2:17][NH:18][CH2:19][C:20]2[CH:25]=[CH:24][C:23]([F:26])=[CH:22][CH:21]=2)[CH:6]=[CH:5][CH:4]=[CH:3][C:2]=1[CH2:7][NH:8][CH2:9][C:10]1[CH:15]=[CH:14][C:13]([F:16])=[CH:12][CH:11]=1.C(N(CC)CC)C.[Cl:34][C:35]1[CH:36]=[C:37]([S:42](Cl)(=[O:44])=[O:43])[CH:38]=[C:39]([Cl:41])[CH:40]=1. The catalyst is C(Cl)Cl. The product is [Cl:41][C:39]1[CH:38]=[C:37]([S:42]([N:8]([CH2:9][C:10]2[CH:15]=[CH:14][C:13]([F:16])=[CH:12][CH:11]=2)[CH2:7][C:2]2[CH:3]=[CH:4][CH:5]=[CH:6][C:1]=2[CH2:17][NH:18][CH2:19][C:20]2[CH:25]=[CH:24][C:23]([F:26])=[CH:22][CH:21]=2)(=[O:43])=[O:44])[CH:36]=[C:35]([Cl:34])[CH:40]=1. The yield is 0.530. (2) The reactants are [Cl:1][C:2]1[CH:23]=[CH:22][C:5]2[NH:6][C:7](=[O:21])[CH:8]([CH2:12][CH2:13][C:14]3[CH:19]=[CH:18][CH:17]=[CH:16][C:15]=3[Cl:20])[NH:9][C:10](=[O:11])[C:4]=2[CH:3]=1.Cl[CH2:25][C:26]1[CH:31]=[CH:30][C:29]([O:32][CH3:33])=[CH:28][CH:27]=1.C(=O)([O-])[O-].[K+].[K+].O. The catalyst is CN(C=O)C. The product is [Cl:1][C:2]1[CH:23]=[CH:22][C:5]2[N:6]([CH2:25][C:26]3[CH:31]=[CH:30][C:29]([O:32][CH3:33])=[CH:28][CH:27]=3)[C:7](=[O:21])[CH:8]([CH2:12][CH2:13][C:14]3[CH:19]=[CH:18][CH:17]=[CH:16][C:15]=3[Cl:20])[NH:9][C:10](=[O:11])[C:4]=2[CH:3]=1. The yield is 0.720. (3) The reactants are [CH3:1][C:2]1[C:11]2[CH:10]=[N:9][C:8]([S:12][CH3:13])=[N:7][C:6]=2[N:5]([C:14]2[CH:15]=[C:16]([NH:20][C:21](=[O:24])[CH:22]=[CH2:23])[CH:17]=[CH:18][CH:19]=2)[C:4](=[O:25])[CH:3]=1.C1C=C(Cl)C=C(C(OO)=[O:34])C=1.C([O-])([O-])=O.[K+].[K+]. The catalyst is C(Cl)Cl. The product is [CH3:1][C:2]1[C:11]2[CH:10]=[N:9][C:8]([S:12]([CH3:13])=[O:34])=[N:7][C:6]=2[N:5]([C:14]2[CH:15]=[C:16]([NH:20][C:21](=[O:24])[CH:22]=[CH2:23])[CH:17]=[CH:18][CH:19]=2)[C:4](=[O:25])[CH:3]=1. The yield is 0.200. (4) The reactants are Cl.[Br:2][C:3]1[CH:8]=[CH:7][C:6]([NH:9]N)=[CH:5][CH:4]=1.[CH:11](=O)[CH2:12][CH2:13][CH3:14]. The catalyst is CC(O)=O. The product is [Br:2][C:3]1[CH:8]=[C:7]2[C:6](=[CH:5][CH:4]=1)[NH:9][CH:11]=[C:12]2[CH2:13][CH3:14]. The yield is 0.160.